Dataset: Full USPTO retrosynthesis dataset with 1.9M reactions from patents (1976-2016). Task: Predict the reactants needed to synthesize the given product. (1) Given the product [CH:2]1([C:1]([NH:9][C:10]2[CH:15]=[CH:14][C:13]([C:16]3[CH:24]=[C:23]4[C:19]([CH2:20][N:21]([C@@H:26]([CH:30]([CH3:32])[CH3:31])[C:27]([OH:29])=[O:28])[C:22]4=[O:25])=[CH:18][CH:17]=3)=[CH:12][CH:11]=2)=[O:8])[CH2:3][CH2:4][CH2:5][CH2:6][CH2:7]1, predict the reactants needed to synthesize it. The reactants are: [C:1]([NH:9][C:10]1[CH:15]=[CH:14][C:13]([C:16]2[CH:24]=[C:23]3[C:19]([CH2:20][N:21]([C@@H:26]([CH:30]([CH3:32])[CH3:31])[C:27]([OH:29])=[O:28])[C:22]3=[O:25])=[CH:18][CH:17]=2)=[CH:12][CH:11]=1)(=[O:8])[C:2]1[CH:7]=[CH:6][CH:5]=[CH:4][CH:3]=1.C1(C(NC2C=CC(C3C=C4C(CN([C@@H](C(C)C)C(OC)=O)C4=O)=CC=3)=CC=2)=O)CCCCC1. (2) Given the product [Si:1]([O:8][C@H:9]([C@H:11]([N:15]1[CH:23]=[N:22][C:21]2[C:16]1=[N:17][CH:18]=[N:19][C:20]=2[NH2:30])[CH2:12][CH2:13][CH3:14])[CH3:10])([C:4]([CH3:7])([CH3:6])[CH3:5])([CH3:3])[CH3:2], predict the reactants needed to synthesize it. The reactants are: [Si:1]([O:8][C@H:9]([C@H:11]([N:15]1[CH:23]=[N:22][C:21]2[C:16]1=[N:17][CH:18]=[N:19][C:20]=2Cl)[CH2:12][CH2:13][CH3:14])[CH3:10])([C:4]([CH3:7])([CH3:6])[CH3:5])([CH3:3])[CH3:2].CO.ClCCl.[NH3:30]. (3) The reactants are: [I:1][C:2]1[CH:7]=[CH:6][C:5]([O:8][CH3:9])=[CH:4][C:3]=1[S:10][C:11]1[NH:12][C:13]2[C:18]([N:19]=1)=[C:17]([NH2:20])[N:16]=[CH:15][N:14]=2.Br[CH2:22][CH2:23][Cl:24].C([O-])([O-])=O.[K+].[K+]. Given the product [Cl:24][CH2:23][CH2:22][N:12]1[C:11]([S:10][C:3]2[CH:4]=[C:5]([O:8][CH3:9])[CH:6]=[CH:7][C:2]=2[I:1])=[N:19][C:18]2[C:13]1=[N:14][CH:15]=[N:16][C:17]=2[NH2:20], predict the reactants needed to synthesize it.